This data is from Forward reaction prediction with 1.9M reactions from USPTO patents (1976-2016). The task is: Predict the product of the given reaction. Given the reactants [F:1][C:2]([F:7])([F:6])[C:3]([OH:5])=[O:4].[NH2:8][C@H:9]1[CH2:13][C@@H:12]([N:14]2[CH:22]=[N:21][C:20]3[C:15]2=[N:16][C:17]([Cl:24])=[N:18][C:19]=3[NH2:23])[C@H:11]([OH:25])[C@@H:10]1[OH:26].C(N(C(C)C)CC)(C)C.[S:36](Cl)([CH3:39])(=[O:38])=[O:37], predict the reaction product. The product is: [F:1][C:2]([F:7])([F:6])[C:3]([OH:5])=[O:4].[NH2:23][C:19]1[N:18]=[C:17]([Cl:24])[N:16]=[C:15]2[C:20]=1[N:21]=[CH:22][N:14]2[C@@H:12]1[CH2:13][C@H:9]([NH:8][S:36]([CH3:39])(=[O:38])=[O:37])[C@@H:10]([OH:26])[C@H:11]1[OH:25].